From a dataset of Catalyst prediction with 721,799 reactions and 888 catalyst types from USPTO. Predict which catalyst facilitates the given reaction. (1) Reactant: [CH3:1][C:2]1[CH:3]([OH:7])[CH2:4][CH2:5][CH:6]=1.N1C=CN=C1.[C:13]([Si:17](Cl)([C:24]1[CH:29]=[CH:28][CH:27]=[CH:26][CH:25]=1)[C:18]1[CH:23]=[CH:22][CH:21]=[CH:20][CH:19]=1)([CH3:16])([CH3:15])[CH3:14].O. Product: [C:13]([Si:17]([O:7][CH:3]1[CH2:4][CH2:5][CH:6]=[C:2]1[CH3:1])([C:24]1[CH:29]=[CH:28][CH:27]=[CH:26][CH:25]=1)[C:18]1[CH:19]=[CH:20][CH:21]=[CH:22][CH:23]=1)([CH3:16])([CH3:14])[CH3:15]. The catalyst class is: 119. (2) Reactant: [Br:1][C:2]1[CH:29]=[CH:28][C:5]([CH2:6][O:7][C@H:8]([C@@H:11]2[CH2:13][C@@H:12]2[CH:14]2[CH2:19][CH2:18][N:17]([C:20]3[N:25]=[CH:24][C:23]([CH2:26][CH3:27])=[CH:22][N:21]=3)[CH2:16][CH2:15]2)[CH2:9][OH:10])=[CH:4][CH:3]=1.[CH3:30][Si]([N-][Si](C)(C)C)(C)C.[Na+].CI. Product: [Br:1][C:2]1[CH:29]=[CH:28][C:5]([CH2:6][O:7][C@H:8]([C@@H:11]2[CH2:13][C@@H:12]2[CH:14]2[CH2:15][CH2:16][N:17]([C:20]3[N:21]=[CH:22][C:23]([CH2:26][CH3:27])=[CH:24][N:25]=3)[CH2:18][CH2:19]2)[CH2:9][O:10][CH3:30])=[CH:4][CH:3]=1. The catalyst class is: 1.